This data is from Reaction yield outcomes from USPTO patents with 853,638 reactions. The task is: Predict the reaction yield, written as a fraction of the theoretical maximum amount of product (1.0 means a 100% yield; for example, 0.34 means a 34% yield). (1) The reactants are C(N(CC)CC)C.Cl.[CH3:9][N:10]1[CH2:15][CH2:14][N:13]([C:16]2[CH:21]=[C:20]([C:22]3[CH:31]=[C:30]4[C:25]([CH2:26][CH2:27][NH:28][CH2:29]4)=[CH:24][CH:23]=3)[N:19]=[C:18]([NH2:32])[N:17]=2)[CH2:12][CH2:11]1.[C:33]([O:37][C:38]([N:40]1[CH2:44][CH2:43][CH:42]([CH2:45][C:46](O)=[O:47])[CH2:41]1)=[O:39])([CH3:36])([CH3:35])[CH3:34].F[P-](F)(F)(F)(F)F.N1(O[P+](N(C)C)(N(C)C)N(C)C)C2C=CC=CC=2N=N1. The catalyst is CN(C)C=O.O. The product is [NH2:32][C:18]1[N:19]=[C:20]([C:22]2[CH:31]=[C:30]3[C:25]([CH2:26][CH2:27][N:28]([C:46](=[O:47])[CH2:45][CH:42]4[CH2:43][CH2:44][N:40]([C:38]([O:37][C:33]([CH3:35])([CH3:34])[CH3:36])=[O:39])[CH2:41]4)[CH2:29]3)=[CH:24][CH:23]=2)[CH:21]=[C:16]([N:13]2[CH2:12][CH2:11][N:10]([CH3:9])[CH2:15][CH2:14]2)[N:17]=1. The yield is 0.970. (2) The reactants are [Br:1][C:2]1[CH:3]=[C:4]2[CH:10]=[CH:9][NH:8][C:5]2=[N:6][CH:7]=1.[I:11]N1C(=O)CCC1=O.C(OCC)(=O)C. The catalyst is CC(C)=O.CCCCCC. The product is [Br:1][C:2]1[CH:3]=[C:4]2[C:10]([I:11])=[CH:9][NH:8][C:5]2=[N:6][CH:7]=1. The yield is 0.870. (3) The reactants are [F:1][CH:2]([F:21])[O:3][C:4]1[CH:5]=[C:6]([O:19][CH3:20])[C:7]([N+:16]([O-])=O)=[C:8]([N:10]2[CH:14]=[C:13]([CH3:15])[N:12]=[CH:11]2)[CH:9]=1.C1COCC1.C([O-])=O.[NH4+]. The yield is 1.00. The catalyst is [Pd].CO. The product is [F:21][CH:2]([F:1])[O:3][C:4]1[CH:9]=[C:8]([N:10]2[CH:14]=[C:13]([CH3:15])[N:12]=[CH:11]2)[C:7]([NH2:16])=[C:6]([O:19][CH3:20])[CH:5]=1. (4) The yield is 0.880. The reactants are [C:1]([O:5][C@H:6]1[CH2:10][N:9]([C:11](=[O:19])[CH2:12][C:13]2[O:17][N:16]=[C:15]([CH3:18])[CH:14]=2)[C@H:8]([C:20]([OH:22])=O)[CH2:7]1)([CH3:4])([CH3:3])[CH3:2].[CH3:23][C:24]1[N:25]=[CH:26][S:27][C:28]=1[C:29]1[CH:34]=[CH:33][C:32]([CH2:35][NH2:36])=[CH:31][CH:30]=1.C(Cl)CCl.C1C=CC2N(O)N=NC=2C=1.CCN(C(C)C)C(C)C. The catalyst is CN(C=O)C.[Cl-].[Na+].O. The product is [C:1]([O:5][C@H:6]1[CH2:10][N:9]([C:11](=[O:19])[CH2:12][C:13]2[O:17][N:16]=[C:15]([CH3:18])[CH:14]=2)[C@H:8]([C:20]([NH:36][CH2:35][C:32]2[CH:31]=[CH:30][C:29]([C:28]3[S:27][CH:26]=[N:25][C:24]=3[CH3:23])=[CH:34][CH:33]=2)=[O:22])[CH2:7]1)([CH3:2])([CH3:3])[CH3:4]. (5) The reactants are [N:1]1([CH2:7][CH2:8][O:9][C:10]2[N:15]=[CH:14][C:13]3[NH:16]/[C:17](=[N:25]\[C:26](=[O:33])[C:27]4[CH:32]=[CH:31][CH:30]=[CH:29][CH:28]=4)/[N:18]([CH:19]4[CH2:24][CH2:23][NH:22][CH2:21][CH2:20]4)[C:12]=3[CH:11]=2)[CH2:6][CH2:5][CH2:4][CH2:3][CH2:2]1.[CH2:34]([S:36](Cl)(=[O:38])=[O:37])[CH3:35]. The catalyst is CN(C=O)C.O.C(Cl)Cl. The product is [CH2:34]([S:36]([N:22]1[CH2:21][CH2:20][CH:19]([N:18]2[C:12]3[CH:11]=[C:10]([O:9][CH2:8][CH2:7][N:1]4[CH2:2][CH2:3][CH2:4][CH2:5][CH2:6]4)[N:15]=[CH:14][C:13]=3[NH:16]/[C:17]/2=[N:25]\[C:26](=[O:33])[C:27]2[CH:32]=[CH:31][CH:30]=[CH:29][CH:28]=2)[CH2:24][CH2:23]1)(=[O:38])=[O:37])[CH3:35]. The yield is 0.124. (6) The reactants are [C:1]1([C:7]2[S:30][C:10]3[CH2:11][CH2:12][C:13]4[CH:14]=[N:15][C:16]([NH:19][C:20]5[CH:21]=[C:22]([S:26]([NH2:29])(=[O:28])=[O:27])[CH:23]=[CH:24][CH:25]=5)=[N:17][C:18]=4[C:9]=3[CH:8]=2)[CH:6]=[CH:5][CH:4]=[CH:3][CH:2]=1.C(C1C(=O)C(Cl)=C(Cl)C(=O)C=1C#N)#N. The catalyst is O1CCOCC1. The product is [C:1]1([C:7]2[S:30][C:10]3=[CH:11][CH:12]=[C:13]4[C:18]([N:17]=[C:16]([NH:19][C:20]5[CH:21]=[C:22]([S:26]([NH2:29])(=[O:28])=[O:27])[CH:23]=[CH:24][CH:25]=5)[N:15]=[CH:14]4)=[C:9]3[CH:8]=2)[CH:2]=[CH:3][CH:4]=[CH:5][CH:6]=1. The yield is 0.390. (7) The reactants are [I:1][C:2]1[CH:3]=[C:4]([N+:27]([O-])=O)[C:5]([NH:8][CH2:9][C:10]2[CH:15]=[CH:14][C:13]([O:16][CH2:17][C:18]3[CH:19]=[N:20][C:21]([CH3:24])=[CH:22][CH:23]=3)=[C:12]([O:25][CH3:26])[CH:11]=2)=[N:6][CH:7]=1. The catalyst is C(O)(=O)C.C(OCC)(=O)C.[Fe]. The product is [I:1][C:2]1[CH:3]=[C:4]([NH2:27])[C:5]([NH:8][CH2:9][C:10]2[CH:15]=[CH:14][C:13]([O:16][CH2:17][C:18]3[CH:19]=[N:20][C:21]([CH3:24])=[CH:22][CH:23]=3)=[C:12]([O:25][CH3:26])[CH:11]=2)=[N:6][CH:7]=1. The yield is 0.550.